This data is from Forward reaction prediction with 1.9M reactions from USPTO patents (1976-2016). The task is: Predict the product of the given reaction. (1) Given the reactants [Cl:1][C:2]1[CH:7]=[CH:6][CH:5]=[C:4]([Cl:8])[C:3]=1[C:9]1[C:13]([CH2:14]O)=[C:12]([CH:16]([CH3:18])[CH3:17])[O:11][N:10]=1.S(Cl)([Cl:21])=O, predict the reaction product. The product is: [Cl:21][CH2:14][C:13]1[C:9]([C:3]2[C:2]([Cl:1])=[CH:7][CH:6]=[CH:5][C:4]=2[Cl:8])=[N:10][O:11][C:12]=1[CH:16]([CH3:18])[CH3:17]. (2) Given the reactants Cl[C:2]1[N:7]=[C:6]([NH2:8])[N:5]=[C:4]([NH:9][C:10]2[CH:15]=[C:14]([F:16])[C:13]([O:17][C:18]3[CH:23]=[CH:22][N:21]=[C:20]4[NH:24][CH:25]=[C:26]([CH3:27])[C:19]=34)=[C:12]([F:28])[CH:11]=2)[CH:3]=1.C(N(CC)CC)C.[H][H], predict the reaction product. The product is: [F:16][C:14]1[CH:15]=[C:10]([NH:9][C:4]2[CH:3]=[CH:2][N:7]=[C:6]([NH2:8])[N:5]=2)[CH:11]=[C:12]([F:28])[C:13]=1[O:17][C:18]1[CH:23]=[CH:22][N:21]=[C:20]2[NH:24][CH:25]=[C:26]([CH3:27])[C:19]=12. (3) Given the reactants [Cl:1][C:2]1[C:7]([C:8]([F:11])([F:10])[F:9])=[CH:6][CH:5]=[CH:4][C:3]=1[O:12][CH2:13][O:14][CH3:15].C([Li])CCC.Cl[C:22]([O:24][CH3:25])=[O:23].C(=O)(O)[O-:27].[Na+], predict the reaction product. The product is: [Cl:1][C:2]1[C:3]([O:12][C:13]([O:14][CH3:15])=[O:27])=[C:4]([CH:5]=[CH:6][C:7]=1[C:8]([F:11])([F:10])[F:9])[C:22]([O:24][CH3:25])=[O:23]. (4) Given the reactants [Cl:1][C:2]1[CH:19]=[N:18][C:5]2[N:6]=[C:7]([N:11]3[CH2:16][CH2:15][N:14]([CH3:17])[CH2:13][CH2:12]3)[NH:8][C:9](=O)[C:4]=2[CH:3]=1.O=P(Cl)(Cl)[Cl:22], predict the reaction product. The product is: [Cl:22][C:9]1[C:4]2[CH:3]=[C:2]([Cl:1])[CH:19]=[N:18][C:5]=2[N:6]=[C:7]([N:11]2[CH2:16][CH2:15][N:14]([CH3:17])[CH2:13][CH2:12]2)[N:8]=1. (5) Given the reactants Cl[C:2]1[C:11]2[C:6](=[CH:7][CH:8]=[CH:9][CH:10]=2)[N:5]=[C:4]([N:12]2[CH2:17][CH2:16][CH2:15][CH2:14][CH2:13]2)[N:3]=1.[CH3:18][NH:19][CH2:20][C:21]1[CH:26]=[CH:25][CH:24]=[CH:23][CH:22]=1, predict the reaction product. The product is: [CH2:20]([N:19]([CH3:18])[C:2]1[C:11]2[C:6](=[CH:7][CH:8]=[CH:9][CH:10]=2)[N:5]=[C:4]([N:12]2[CH2:17][CH2:16][CH2:15][CH2:14][CH2:13]2)[N:3]=1)[C:21]1[CH:26]=[CH:25][CH:24]=[CH:23][CH:22]=1. (6) Given the reactants [Cl:1][C:2]1[CH:3]=[CH:4][C:5]([OH:20])=[C:6]([C:8]2[N:9]=[C:10]([CH2:13][CH2:14][CH2:15][CH2:16][C:17]([OH:19])=[O:18])[O:11][CH:12]=2)[CH:7]=1.C1COCC1.[OH-].[Na+:27], predict the reaction product. The product is: [Na+:27].[Na+:27].[Cl:1][C:2]1[CH:3]=[CH:4][C:5]([OH:20])=[C:6]([C:8]2[N:9]=[C:10]([CH2:13][CH2:14][CH2:15][CH2:16][C:17]([O-:19])=[O:18])[O:11][CH:12]=2)[CH:7]=1.[Cl:1][C:2]1[CH:3]=[CH:4][C:5]([OH:20])=[C:6]([C:8]2[N:9]=[C:10]([CH2:13][CH2:14][CH2:15][CH2:16][C:17]([O-:19])=[O:18])[O:11][CH:12]=2)[CH:7]=1. (7) Given the reactants FC(F)(F)C1C=C(S(C2C=CC(CN)=CC=2)(=O)=O)C=CC=1.[F:22][C:23]([F:42])([F:41])[C:24]1[CH:25]=[C:26]([S:30]([C:33]2[CH:38]=[CH:37][N:36]=[C:35]([C:39]#[N:40])[CH:34]=2)(=[O:32])=[O:31])[CH:27]=[CH:28][CH:29]=1, predict the reaction product. The product is: [F:42][C:23]([F:22])([F:41])[C:24]1[CH:25]=[C:26]([S:30]([C:33]2[CH:38]=[CH:37][N:36]=[C:35]([CH2:39][NH2:40])[CH:34]=2)(=[O:31])=[O:32])[CH:27]=[CH:28][CH:29]=1. (8) Given the reactants [N+](C1C=CC(COC([NH:12][CH2:13][CH2:14][CH2:15][O:16][C:17]2[CH:18]=[CH:19][C:20]3[CH2:26][CH:25]([CH2:27][C:28]([O:30][CH2:31][CH3:32])=[O:29])[C:24]4[CH:33]=[CH:34][CH:35]=[CH:36][C:23]=4[CH2:22][C:21]=3[CH:37]=2)=O)=CC=1)([O-])=O, predict the reaction product. The product is: [NH2:12][CH2:13][CH2:14][CH2:15][O:16][C:17]1[CH:18]=[CH:19][C:20]2[CH2:26][CH:25]([CH2:27][C:28]([O:30][CH2:31][CH3:32])=[O:29])[C:24]3[CH:33]=[CH:34][CH:35]=[CH:36][C:23]=3[CH2:22][C:21]=2[CH:37]=1.